This data is from Reaction yield outcomes from USPTO patents with 853,638 reactions. The task is: Predict the reaction yield, written as a fraction of the theoretical maximum amount of product (1.0 means a 100% yield; for example, 0.34 means a 34% yield). (1) The reactants are [NH2:1][C:2]1[CH:10]=[C:9]([CH3:11])[C:8]2[N:7](C(OC(C)(C)C)=O)[C@H:6]3[CH2:19][CH2:20][N:21](C(OC(C)(C)C)=O)[CH2:22][C@H:5]3[C:4]=2[CH:3]=1.Br[C:31]1[CH:36]=[CH:35][CH:34]=[C:33]([Cl:37])[C:32]=1[Cl:38]. No catalyst specified. The product is [Cl:37][C:33]1[C:32]([Cl:38])=[CH:31][CH:36]=[CH:35][C:34]=1[NH:1][C:2]1[CH:10]=[C:9]([CH3:11])[C:8]2[NH:7][C@H:6]3[CH2:19][CH2:20][NH:21][CH2:22][C@H:5]3[C:4]=2[CH:3]=1. The yield is 0.500. (2) The reactants are [C:1]([C:5]1[CH:10]=[CH:9][C:8]([N:11]2[CH:15]([C:16]3[CH:31]=[CH:30][C:19]([NH:20][CH2:21][C:22]4[CH:27]=[CH:26][C:25]([O:28][CH3:29])=[CH:24][CH:23]=4)=[C:18]([N+:32]([O-])=O)[CH:17]=3)[CH2:14][CH2:13][CH:12]2[C:35]2[CH:50]=[CH:49][C:38]([NH:39][CH2:40][C:41]3[CH:46]=[CH:45][C:44]([O:47][CH3:48])=[CH:43][CH:42]=3)=[C:37]([N+:51]([O-])=O)[CH:36]=2)=[CH:7][CH:6]=1)([CH3:4])([CH3:3])[CH3:2]. The catalyst is C1COCC1.C(O)C.C(OCC)(=O)C.[Pt]=O. The product is [C:1]([C:5]1[CH:10]=[CH:9][C:8]([N:11]2[CH:12]([C:35]3[CH:36]=[C:37]([NH2:51])[C:38]([NH:39][CH2:40][C:41]4[CH:46]=[CH:45][C:44]([O:47][CH3:48])=[CH:43][CH:42]=4)=[CH:49][CH:50]=3)[CH2:13][CH2:14][CH:15]2[C:16]2[CH:17]=[C:18]([NH2:32])[C:19]([NH:20][CH2:21][C:22]3[CH:23]=[CH:24][C:25]([O:28][CH3:29])=[CH:26][CH:27]=3)=[CH:30][CH:31]=2)=[CH:7][CH:6]=1)([CH3:4])([CH3:2])[CH3:3]. The yield is 0.280. (3) The yield is 0.430. The reactants are [CH2:1]([C@@:4]1([C:20]2[CH:25]=[CH:24][C:23]([F:26])=[CH:22][CH:21]=2)[O:9][C:8](=[O:10])[N:7]([C@H:11]([C:13]2[CH:18]=[CH:17][C:16](Br)=[CH:15][CH:14]=2)[CH3:12])[CH2:6][CH2:5]1)[CH:2]=[CH2:3].[F:27][C:28]([F:35])([F:34])[C:29]1[CH:33]=[CH:32][NH:31][N:30]=1.[O-]P([O-])([O-])=O.[K+].[K+].[K+].C1(C)C=CC=CC=1. The product is [CH2:1]([C@@:4]1([C:20]2[CH:25]=[CH:24][C:23]([F:26])=[CH:22][CH:21]=2)[O:9][C:8](=[O:10])[N:7]([C@H:11]([C:13]2[CH:18]=[CH:17][C:16]([N:31]3[CH:32]=[CH:33][C:29]([C:28]([F:35])([F:34])[F:27])=[N:30]3)=[CH:15][CH:14]=2)[CH3:12])[CH2:6][CH2:5]1)[CH:2]=[CH2:3]. The catalyst is CCOC(C)=O.[Cu]I. (4) The reactants are [H-].[Na+].[C:3]([C:5]1[CH:10]=[CH:9][C:8]([CH2:11][CH2:12][C:13]([O:15][CH2:16][CH3:17])=[O:14])=[CH:7][CH:6]=1)#[N:4].[CH:18](OCC)=[O:19].C(O)(=O)C. The catalyst is COCCOC.CC(=O)OCC. The product is [C:3]([C:5]1[CH:10]=[CH:9][C:8]([CH2:11][CH:12]([CH:18]=[O:19])[C:13]([O:15][CH2:16][CH3:17])=[O:14])=[CH:7][CH:6]=1)#[N:4]. The yield is 0.820. (5) The reactants are [Li][CH3:2].[N:3]12[CH2:10][CH2:9][CH:6]([CH2:7][CH2:8]1)[C:5](=[O:11])[CH2:4]2.O. The catalyst is C(OCC)C. The product is [CH3:2][C:5]1([OH:11])[CH:6]2[CH2:9][CH2:10][N:3]([CH2:8][CH2:7]2)[CH2:4]1. The yield is 0.710. (6) The reactants are [C:1]([CH2:4][S:5][C:6]1[C:15](=[O:16])[C:14]2[C:9](=[CH:10][C:11]([F:17])=[CH:12][CH:13]=2)[N:8]([CH3:18])[CH:7]=1)([OH:3])=[O:2].C1C=C(Cl)C=C(C(OO)=[O:27])C=1. The catalyst is C(Cl)Cl. The product is [C:1]([CH2:4][S:5]([C:6]1[C:15](=[O:16])[C:14]2[C:9](=[CH:10][C:11]([F:17])=[CH:12][CH:13]=2)[N:8]([CH3:18])[CH:7]=1)=[O:27])([OH:3])=[O:2]. The yield is 0.131. (7) The reactants are [Br:1][C:2]1[CH:7]=[CH:6][C:5](F)=[C:4]([N+:9]([O-:11])=[O:10])[CH:3]=1.[C:12]([O:16][C:17]([N:19]1[CH2:24][CH2:23][NH:22][CH2:21][CH2:20]1)=[O:18])([CH3:15])([CH3:14])[CH3:13].C(=O)([O-])[O-].[Cs+].[Cs+]. The catalyst is CN(C=O)C.C(OCC)(=O)C. The product is [C:12]([O:16][C:17]([N:19]1[CH2:24][CH2:23][N:22]([C:5]2[CH:6]=[CH:7][C:2]([Br:1])=[CH:3][C:4]=2[N+:9]([O-:11])=[O:10])[CH2:21][CH2:20]1)=[O:18])([CH3:15])([CH3:13])[CH3:14]. The yield is 1.00. (8) The reactants are [CH3:1][C:2]1[NH:3][C:4]2[C:9]([C:10]=1[C:11]([O:13][CH2:14][CH3:15])=[O:12])=[CH:8][CH:7]=[CH:6][CH:5]=2.[H-].[Na+].Br[CH:19]([C:21]1[CH:26]=[CH:25][C:24]([Cl:27])=[CH:23][CH:22]=1)[CH3:20]. The catalyst is CN(C=O)C.O. The product is [Cl:27][C:24]1[CH:25]=[CH:26][C:21]([CH:19]([N:3]2[C:4]3[C:9](=[CH:8][CH:7]=[CH:6][CH:5]=3)[C:10]([C:11]([O:13][CH2:14][CH3:15])=[O:12])=[C:2]2[CH3:1])[CH3:20])=[CH:22][CH:23]=1. The yield is 0.501. (9) The reactants are [C-]#N.[Na+].C1(C)C=CC=CC=1.C[NH:12][CH2:13][CH2:14]NC.BrC1[CH:19]=[C:20]([CH3:25])[CH:21]=[C:22]([CH3:24])[CH:23]=1. The catalyst is N. The product is [CH3:25][C:20]1[CH:19]=[C:14]([CH:23]=[C:22]([CH3:24])[CH:21]=1)[C:13]#[N:12]. The yield is 0.900. (10) The reactants are [C:1]([O:10]C)(=O)[C:2]1[C:3](=[CH:5][CH:6]=[CH:7][CH:8]=1)[SH:4].[S:12]1[CH:16]=[CH:15][CH:14]=[C:13]1[C:17]1C=[N:23][CH:22]=[CH:21][C:18]=1C#N.[CH2:25]([N:27](CC)CC)[CH3:26]. The catalyst is C1(C)C=CC=CC=1. The product is [S:12]1[CH:16]=[CH:15][CH:14]=[C:13]1[C:17]1[CH:18]=[C:21]([C:22]2[S:4][C:3]3[CH:5]=[CH:6][CH:7]=[CH:8][C:2]=3[C:1](=[O:10])[N:23]=2)[CH:26]=[CH:25][N:27]=1. The yield is 0.300.